Dataset: Catalyst prediction with 721,799 reactions and 888 catalyst types from USPTO. Task: Predict which catalyst facilitates the given reaction. (1) Reactant: [NH2:1][C@H:2]1[CH2:6][C@:5]([C:11]([N:13]2[CH2:18][C@@H:17]3[CH2:19][C@H:14]2[CH2:15][N:16]3[C:20]([O:22][C:23]([CH3:26])([CH3:25])[CH3:24])=[O:21])=[O:12])([CH2:7][CH:8]([F:10])[F:9])[CH:4]=[CH:3]1.[H][H]. Product: [NH2:1][C@@H:2]1[CH2:3][CH2:4][C@@:5]([C:11]([N:13]2[CH2:18][C@@H:17]3[CH2:19][C@H:14]2[CH2:15][N:16]3[C:20]([O:22][C:23]([CH3:26])([CH3:25])[CH3:24])=[O:21])=[O:12])([CH2:7][CH:8]([F:9])[F:10])[CH2:6]1. The catalyst class is: 43. (2) Reactant: [F:1][C:2]([F:17])([F:16])[C:3]1[CH:8]=[CH:7][C:6]([C:9]2[S:13][C:12]([CH2:14]O)=[CH:11][CH:10]=2)=[CH:5][CH:4]=1.C(N(CC)CC)C.CS([Cl:29])(=O)=O. Product: [Cl:29][CH2:14][C:12]1[S:13][C:9]([C:6]2[CH:7]=[CH:8][C:3]([C:2]([F:17])([F:16])[F:1])=[CH:4][CH:5]=2)=[CH:10][CH:11]=1. The catalyst class is: 2. (3) Reactant: [CH3:1][O:2][C:3]1[CH:8]=[CH:7][C:6]([CH:9]=[CH:10][C:11]([OH:13])=O)=[CH:5][C:4]=1[N+:14]([O-:16])=[O:15].C1N=CN(C(N2C=NC=C2)=O)C=1.O[NH:30][C:31](=[NH:35])[CH2:32][CH2:33][CH3:34]. Product: [CH3:1][O:2][C:3]1[CH:8]=[CH:7][C:6]([CH:9]=[CH:10][C:11]2[O:13][N:35]=[C:31]([CH2:32][CH2:33][CH3:34])[N:30]=2)=[CH:5][C:4]=1[N+:14]([O-:16])=[O:15]. The catalyst class is: 3. (4) Reactant: [CH3:1][O:2][C:3](=[O:22])[CH:4]([NH:14][C:15](OC(C)(C)C)=O)[CH2:5][NH:6][CH2:7][C:8]1[CH:13]=[CH:12][CH:11]=[CH:10][CH:9]=1.Cl.C=O.S([O-])([O-])(=O)=O.[Mg+2].C(=O)([O-])[O-].[K+].[K+]. Product: [CH3:1][O:2][C:3]([CH:4]1[CH2:5][N:6]([CH2:7][C:8]2[CH:13]=[CH:12][CH:11]=[CH:10][CH:9]=2)[CH2:15][NH:14]1)=[O:22]. The catalyst class is: 526. (5) Reactant: C(OC([N:8]1[CH2:13][CH2:12][CH2:11][C@@H:10]([CH2:14][N:15]2[CH2:20][CH2:19][N:18]([C:21]([O:23][CH2:24][C:25]3[CH:30]=[CH:29][CH:28]=[CH:27][CH:26]=3)=[O:22])[CH2:17][CH2:16]2)[CH2:9]1)=O)(C)(C)C. Product: [NH:8]1[CH2:13][CH2:12][CH2:11][C@@H:10]([CH2:14][N:15]2[CH2:16][CH2:17][N:18]([C:21]([O:23][CH2:24][C:25]3[CH:26]=[CH:27][CH:28]=[CH:29][CH:30]=3)=[O:22])[CH2:19][CH2:20]2)[CH2:9]1. The catalyst class is: 330.